Dataset: Reaction yield outcomes from USPTO patents with 853,638 reactions. Task: Predict the reaction yield, written as a fraction of the theoretical maximum amount of product (1.0 means a 100% yield; for example, 0.34 means a 34% yield). (1) The reactants are [CH3:1][O:2][C:3]1[N:8]=[C:7]([C:9]2[CH:17]=[CH:16][C:12]([C:13]([OH:15])=O)=[CH:11][CH:10]=2)[CH:6]=[CH:5][CH:4]=1.[CH3:18][C@@H:19]1[CH2:23][CH2:22][CH2:21][N:20]1[CH2:24][C@@H:25]1[CH2:29][CH2:28][CH2:27][NH:26]1. No catalyst specified. The product is [CH3:1][O:2][C:3]1[N:8]=[C:7]([C:9]2[CH:10]=[CH:11][C:12]([C:13]([N:26]3[CH2:27][CH2:28][CH2:29][C@H:25]3[CH2:24][N:20]3[CH2:21][CH2:22][CH2:23][C@H:19]3[CH3:18])=[O:15])=[CH:16][CH:17]=2)[CH:6]=[CH:5][CH:4]=1. The yield is 0.760. (2) The reactants are [CH2:1]([O:8][CH2:9][C@H:10]1[C@@H:14]([O:15][Si:16]([C:19]([CH3:22])([CH3:21])[CH3:20])([CH3:18])[CH3:17])[CH2:13][C@@H:12](O)[CH2:11]1)[C:2]1[CH:7]=[CH:6][CH:5]=[CH:4][CH:3]=1.C1C=CC(P(C2C=CC=CC=2)C2C=CC=CC=2)=CC=1.CCOC(/N=N/C(OCC)=O)=O.C1C=CC(OP(OC2C=CC=CC=2)([N:64]=[N+:65]=[N-:66])=O)=CC=1. The catalyst is C1COCC1. The product is [N:64]([C@H:12]1[CH2:13][C@H:14]([O:15][Si:16]([C:19]([CH3:22])([CH3:21])[CH3:20])([CH3:18])[CH3:17])[C@H:10]([CH2:9][O:8][CH2:1][C:2]2[CH:7]=[CH:6][CH:5]=[CH:4][CH:3]=2)[CH2:11]1)=[N+:65]=[N-:66]. The yield is 0.630.